Dataset: Catalyst prediction with 721,799 reactions and 888 catalyst types from USPTO. Task: Predict which catalyst facilitates the given reaction. Reactant: [CH2:1]([O:8][C:9](=[O:23])[NH:10][C@H:11]([CH2:14][NH:15][C:16]([O:18][C:19]([CH3:22])([CH3:21])[CH3:20])=[O:17])[CH2:12]I)[C:2]1[CH:7]=[CH:6][CH:5]=[CH:4][CH:3]=1.[F:24][C:25]1[CH:37]=[CH:36][C:28]([O:29][CH:30]2[CH2:35][CH2:34][NH:33][CH2:32][CH2:31]2)=[CH:27][CH:26]=1.C(N(CC)CC)C. Product: [CH2:1]([O:8][C:9](=[O:23])[NH:10][C@H:11]([CH2:14][NH:15][C:16]([O:18][C:19]([CH3:22])([CH3:21])[CH3:20])=[O:17])[CH2:12][N:33]1[CH2:32][CH2:31][CH:30]([O:29][C:28]2[CH:36]=[CH:37][C:25]([F:24])=[CH:26][CH:27]=2)[CH2:35][CH2:34]1)[C:2]1[CH:7]=[CH:6][CH:5]=[CH:4][CH:3]=1. The catalyst class is: 4.